Dataset: Peptide-MHC class II binding affinity with 134,281 pairs from IEDB. Task: Regression. Given a peptide amino acid sequence and an MHC pseudo amino acid sequence, predict their binding affinity value. This is MHC class II binding data. (1) The peptide sequence is LYKYKVVKIEPLGVAPTKAK. The MHC is H-2-IAd with pseudo-sequence H-2-IAd. The binding affinity (normalized) is 0.876. (2) The peptide sequence is KVYLAWVPAHKGIGG. The MHC is DRB1_1101 with pseudo-sequence DRB1_1101. The binding affinity (normalized) is 0.606. (3) The peptide sequence is PAKNIYSFNEIVALW. The MHC is HLA-DQA10401-DQB10402 with pseudo-sequence HLA-DQA10401-DQB10402. The binding affinity (normalized) is 0.329. (4) The peptide sequence is HVDILGPLSAQTGIA. The MHC is DRB1_0101 with pseudo-sequence DRB1_0101. The binding affinity (normalized) is 0.669. (5) The peptide sequence is QYAKEIWGITANPVP. The MHC is DRB1_0802 with pseudo-sequence DRB1_0802. The binding affinity (normalized) is 0.992. (6) The peptide sequence is AAATAGTTVYGASAA. The MHC is HLA-DQA10501-DQB10301 with pseudo-sequence HLA-DQA10501-DQB10301. The binding affinity (normalized) is 0.645. (7) The peptide sequence is EALIHQLKINPYVLS. The MHC is DRB1_0802 with pseudo-sequence DRB1_0802. The binding affinity (normalized) is 0.708. (8) The peptide sequence is ADSEITETYKEGDAV. The MHC is DRB4_0101 with pseudo-sequence DRB4_0103. The binding affinity (normalized) is 0.253. (9) The binding affinity (normalized) is 0.0893. The MHC is DRB1_1201 with pseudo-sequence DRB1_1201. The peptide sequence is RGHHRQVIGAAQLGR. (10) The peptide sequence is QGLRYFIMAYVNQAH. The MHC is DRB1_1302 with pseudo-sequence DRB1_1302. The binding affinity (normalized) is 0.710.